The task is: Predict the reactants needed to synthesize the given product.. This data is from Full USPTO retrosynthesis dataset with 1.9M reactions from patents (1976-2016). Given the product [Br:51][CH2:19][C@@H:16]1[O:17][CH2:18][C@:9]2([C:3]3[CH:4]=[CH:5][C:6]([F:8])=[CH:7][C:2]=3[F:1])[N:10]=[C:11]([NH:22][C:23](=[O:30])[C:24]3[CH:29]=[CH:28][CH:27]=[CH:26][CH:25]=3)[S:12][C@H:13]([CH3:21])[C@@H:14]2[CH2:15]1, predict the reactants needed to synthesize it. The reactants are: [F:1][C:2]1[CH:7]=[C:6]([F:8])[CH:5]=[CH:4][C:3]=1[C@:9]12[CH2:18][O:17][C@@H:16]([CH2:19]O)[CH2:15][C@H:14]1[C@@H:13]([CH3:21])[S:12][C:11]([NH:22][C:23](=[O:30])[C:24]1[CH:29]=[CH:28][CH:27]=[CH:26][CH:25]=1)=[N:10]2.C1(P(C2C=CC=CC=2)C2C=CC=CC=2)C=CC=CC=1.C(Br)(Br)(Br)[Br:51].